Dataset: Forward reaction prediction with 1.9M reactions from USPTO patents (1976-2016). Task: Predict the product of the given reaction. Given the reactants [F:1][C:2]([F:34])([F:33])[C:3]1[CH:4]=[C:5]([CH:26]=[C:27]([C:29]([F:32])([F:31])[F:30])[CH:28]=1)[C:6]([N:8]1[CH2:25][CH2:24][C:11]2([O:16][C:15](=[O:17])[NH:14][CH2:13][CH:12]2[C:18]2[CH:23]=[CH:22][CH:21]=[CH:20][CH:19]=2)[CH2:10][CH2:9]1)=[O:7].CN(C)C=O.[H-].[Na+].Cl[CH2:43][C:44]([N:46]([CH3:48])[CH3:47])=[O:45], predict the reaction product. The product is: [F:34][C:2]([F:33])([F:1])[C:3]1[CH:4]=[C:5]([CH:26]=[C:27]([C:29]([F:32])([F:31])[F:30])[CH:28]=1)[C:6]([N:8]1[CH2:25][CH2:24][C:11]2([O:16][C:15](=[O:17])[N:14]([CH2:43][C:44]([N:46]([CH3:48])[CH3:47])=[O:45])[CH2:13][CH:12]2[C:18]2[CH:23]=[CH:22][CH:21]=[CH:20][CH:19]=2)[CH2:10][CH2:9]1)=[O:7].